From a dataset of Catalyst prediction with 721,799 reactions and 888 catalyst types from USPTO. Predict which catalyst facilitates the given reaction. (1) Reactant: [Br:1][C:2]1[CH:23]=[CH:22][C:5]([O:6][CH2:7][CH:8]2[C:12](=[O:13])[N:11]([CH:14]([CH:18]([CH3:20])[CH3:19])[C:15]([OH:17])=O)[C:10](=[O:21])[NH:9]2)=[CH:4][CH:3]=1.CN1CCOCC1.C1C=CC2N(O)N=NC=2C=1.CCN=C=NCCCN(C)C.[CH2:52]([O:59][NH2:60])[C:53]1[CH:58]=[CH:57][CH:56]=[CH:55][CH:54]=1.Cl. Product: [CH2:52]([O:59][NH:60][C:15](=[O:17])[CH:14]([N:11]1[C:12](=[O:13])[CH:8]([CH2:7][O:6][C:5]2[CH:4]=[CH:3][C:2]([Br:1])=[CH:23][CH:22]=2)[NH:9][C:10]1=[O:21])[CH:18]([CH3:20])[CH3:19])[C:53]1[CH:58]=[CH:57][CH:56]=[CH:55][CH:54]=1. The catalyst class is: 3. (2) Reactant: [CH3:1][C:2]1[O:3][C:4]([C:19]2[CH:24]=[CH:23][CH:22]=[CH:21][CH:20]=2)=[CH:5][C:6]=1[C:7]([NH:9][CH2:10][CH2:11][CH2:12][CH2:13][CH2:14][C:15]([O:17][CH3:18])=[O:16])=[O:8].[Br:25]N1C(=O)CCC1=O. Product: [Br:25][C:5]1[C:6]([C:7]([NH:9][CH2:10][CH2:11][CH2:12][CH2:13][CH2:14][C:15]([O:17][CH3:18])=[O:16])=[O:8])=[C:2]([CH3:1])[O:3][C:4]=1[C:19]1[CH:20]=[CH:21][CH:22]=[CH:23][CH:24]=1. The catalyst class is: 10. (3) Reactant: Br[C:2]1[N:6]2[C:7]3[CH:14]=[C:13]([O:15][CH:16]([CH3:18])[CH3:17])[C:12]([O:19][CH3:20])=[CH:11][C:8]=3[O:9][CH2:10][C:5]2=[C:4]([C:21]([N:23]([C:25]([CH3:28])([CH3:27])[CH3:26])[CH3:24])=[O:22])[N:3]=1.[S:29]1[CH:33]=[CH:32][CH:31]=[C:30]1B(O)O.C([O-])([O-])=O.[K+].[K+].O. Product: [C:25]([N:23]([CH3:24])[C:21]([C:4]1[N:3]=[C:2]([C:30]2[S:29][CH:33]=[CH:32][CH:31]=2)[N:6]2[C:5]=1[CH2:10][O:9][C:8]1[CH:11]=[C:12]([O:19][CH3:20])[C:13]([O:15][CH:16]([CH3:18])[CH3:17])=[CH:14][C:7]2=1)=[O:22])([CH3:28])([CH3:27])[CH3:26]. The catalyst class is: 77. (4) Reactant: [CH2:1]([O:4][C:5]([C:7](=P(C1C=CC=CC=1)(C1C=CC=CC=1)C1C=CC=CC=1)[N:8]1[C@H:11]([C@@H:12]([CH3:31])[C:13]([C:15]2[S:19][C:18]3=[C:20]([C:23]([C:25]4[CH:26]=[N:27][CH:28]=[CH:29][CH:30]=4)=[O:24])[N:21]=[CH:22][N:17]3[CH:16]=2)=O)[C@@H:10]([C@H:32]([OH:34])[CH3:33])[C:9]1=[O:35])=[O:6])[CH:2]=[CH2:3]. Product: [OH:34][C@@H:32]([C@H:10]1[C:9](=[O:35])[N:8]2[C:7]([C:5]([O:4][CH2:1][CH:2]=[CH2:3])=[O:6])=[C:13]([C:15]3[S:19][C:18]4=[C:20]([C:23]([C:25]5[CH:26]=[N:27][CH:28]=[CH:29][CH:30]=5)=[O:24])[N:21]=[CH:22][N:17]4[CH:16]=3)[C@H:12]([CH3:31])[C@H:11]12)[CH3:33]. The catalyst class is: 11. (5) Reactant: [OH-].[Na+].CC(O)C.[CH:7]1([O:13][C:14]2[CH:23]=[CH:22][C:17]([C:18]([O:20]C)=[O:19])=[C:16]([NH:24][C:25]3[CH:30]=[CH:29][C:28]([F:31])=[CH:27][CH:26]=3)[CH:15]=2)[CH2:12][CH2:11][CH2:10][CH2:9][CH2:8]1.Cl. Product: [CH:7]1([O:13][C:14]2[CH:23]=[CH:22][C:17]([C:18]([OH:20])=[O:19])=[C:16]([NH:24][C:25]3[CH:26]=[CH:27][C:28]([F:31])=[CH:29][CH:30]=3)[CH:15]=2)[CH2:8][CH2:9][CH2:10][CH2:11][CH2:12]1. The catalyst class is: 13.